Dataset: Peptide-MHC class I binding affinity with 185,985 pairs from IEDB/IMGT. Task: Regression. Given a peptide amino acid sequence and an MHC pseudo amino acid sequence, predict their binding affinity value. This is MHC class I binding data. (1) The peptide sequence is SPGDLQTLAL. The MHC is HLA-B51:01 with pseudo-sequence HLA-B51:01. The binding affinity (normalized) is 0. (2) The peptide sequence is LFTKFFYLL. The MHC is HLA-A26:01 with pseudo-sequence HLA-A26:01. The binding affinity (normalized) is 0.0251. (3) The peptide sequence is ESEVDDPAM. The MHC is HLA-A26:01 with pseudo-sequence HLA-A26:01. The binding affinity (normalized) is 0.0847. (4) The peptide sequence is QPRAPIRPI. The MHC is HLA-B58:01 with pseudo-sequence HLA-B58:01. The binding affinity (normalized) is 0.105. (5) The peptide sequence is ALVEICTEMEK. The MHC is HLA-B57:01 with pseudo-sequence HLA-B57:01. The binding affinity (normalized) is 0. (6) The peptide sequence is FELLHFISS. The MHC is HLA-A02:01 with pseudo-sequence HLA-A02:01. The binding affinity (normalized) is 0.0847.